From a dataset of Catalyst prediction with 721,799 reactions and 888 catalyst types from USPTO. Predict which catalyst facilitates the given reaction. (1) Reactant: C(O[C:6](=O)[NH:7][CH2:8][CH2:9][O:10][C:11]1[CH:16]=[CH:15][CH:14]=[CH:13][C:12]=1[O:17][CH:18]([CH3:20])[CH3:19])(C)(C)C.C(O[C:26]1[CH:31]=[CH:30][CH:29]=[CH:28][C:27]=1O)(C)C.[CH:33]1C=[CH:37][C:36](P([C:35]2[CH:36]=[CH:37]C=[CH:33][CH:34]=2)[C:35]2[CH:36]=[CH:37]C=[CH:33][CH:34]=2)=[CH:35][CH:34]=1.C([O:56][C:57](=O)[NH:58]CCO)(C)(C)C.N(C(OC(C)(C)C)=O)=NC(OC(C)(C)C)=O. Product: [CH:18]([O:17][C:12]1[CH:13]=[CH:14][CH:15]=[CH:16][C:11]=1[O:10][CH2:9][CH2:8][NH:7][CH2:6][C:31]1[CH:26]=[C:27]([C:57]([N:58]2[CH2:37][CH2:36][CH2:35][CH2:34][CH2:33]2)=[O:56])[CH:28]=[CH:29][CH:30]=1)([CH3:19])[CH3:20]. The catalyst class is: 1. (2) Reactant: [BH4-].[Na+].[CH3:3][N:4]([CH3:25])[CH2:5][CH2:6][C:7]1[S:11][C:10]2[CH:12]=[CH:13][CH:14]=[CH:15][C:9]=2[C:8]=1[CH:16]([C:18]1[C:19]([F:24])=[N:20][CH:21]=[CH:22][CH:23]=1)O. Product: [F:24][C:19]1[C:18]([CH2:16][C:8]2[C:9]3[CH:15]=[CH:14][CH:13]=[CH:12][C:10]=3[S:11][C:7]=2[CH2:6][CH2:5][N:4]([CH3:3])[CH3:25])=[CH:23][CH:22]=[CH:21][N:20]=1. The catalyst class is: 67. (3) Reactant: C1C=CC(S(N(S(C2C=CC=CC=2)(=O)=O)[F:11])(=O)=O)=CC=1.[CH2:21]([N:23]([CH2:36][CH3:37])[C:24]1[CH:25]=[C:26]2[C:31](=[CH:32][CH:33]=1)[CH:30]=[C:29]([CH:34]=[O:35])[CH:28]=[CH:27]2)[CH3:22].C([O-])([O-])=O.[K+].[K+]. Product: [CH2:36]([N:23]([CH2:21][CH3:22])[C:24]1[C:25]([F:11])=[C:26]2[C:31](=[CH:32][CH:33]=1)[CH:30]=[C:29]([CH:34]=[O:35])[CH:28]=[CH:27]2)[CH3:37]. The catalyst class is: 9. (4) The catalyst class is: 10. Product: [CH3:1][O:2][C:3]([C:5]1([CH2:10][O:11][CH3:12])[CH2:9][CH2:8][N:7]([CH2:27][C:28]([O:30][C:31]([CH3:34])([CH3:33])[CH3:32])=[O:29])[CH2:6]1)=[O:4]. Reactant: [CH3:1][O:2][C:3]([C:5]1([CH2:10][O:11][CH3:12])[CH2:9][CH2:8][NH:7][CH2:6]1)=[O:4].C(N(CC)CC)C.C(=O)([O-])[O-].[Cs+].[Cs+].Br[CH2:27][C:28]([O:30][C:31]([CH3:34])([CH3:33])[CH3:32])=[O:29]. (5) Reactant: [CH2:1]([NH2:4])[CH:2]=[CH2:3].C(O[C:10](=O)[CH2:11][CH3:12])(=O)CC.COCCO[AlH2-]OCCOC.[Na+].[C:26]1(C)[CH:31]=[CH:30][CH:29]=[CH:28][CH:27]=1.C(OC(OC([O-])=O)=O)(C)(C)C.[ClH:44].O1CCOCC1. Product: [ClH:44].[CH2:1]([N:4]([CH2:12][CH2:11][CH3:10])[C:26]1[CH:31]=[CH:30][CH:29]=[CH:28][CH:27]=1)[CH:2]=[CH2:3]. The catalyst class is: 2. (6) Reactant: Br[C:2]1[C:10]2[C:5](=[CH:6][CH:7]=[CH:8][C:9]=2[C:11]2[CH:16]=[CH:15][CH:14]=[CH:13][C:12]=2[CH3:17])[N:4]([CH2:18][CH2:19][CH2:20][O:21][C:22]2[C:31]3[C:26](=[CH:27][CH:28]=[CH:29][CH:30]=3)[CH:25]=[CH:24][CH:23]=2)[C:3]=1[C:32]([O:34][CH3:35])=[O:33].[C:36]([Zn]C#N)#[N:37]. Product: [C:36]([C:2]1[C:10]2[C:5](=[CH:6][CH:7]=[CH:8][C:9]=2[C:11]2[CH:16]=[CH:15][CH:14]=[CH:13][C:12]=2[CH3:17])[N:4]([CH2:18][CH2:19][CH2:20][O:21][C:22]2[C:31]3[C:26](=[CH:27][CH:28]=[CH:29][CH:30]=3)[CH:25]=[CH:24][CH:23]=2)[C:3]=1[C:32]([O:34][CH3:35])=[O:33])#[N:37]. The catalyst class is: 427. (7) Reactant: [CH:1]1([C:4]2[CH:9]=[C:8]([NH:10][CH2:11][CH2:12][CH2:13][C:14]3[CH:19]=[CH:18][CH:17]=[CH:16][CH:15]=3)[C:7]([NH2:20])=[CH:6][C:5]=2[CH3:21])[CH2:3][CH2:2]1.[NH:22]1[C:30](=[O:31])[C:28](=O)[C:26](=O)[NH:25][C:23]1=[O:24].B(O)(O)O. Product: [CH:1]1([C:4]2[C:5]([CH3:21])=[CH:6][C:7]3[N:20]=[C:28]4[C:26]([N:10]([CH2:11][CH2:12][CH2:13][C:14]5[CH:15]=[CH:16][CH:17]=[CH:18][CH:19]=5)[C:8]=3[CH:9]=2)=[N:25][C:23](=[O:24])[NH:22][C:30]4=[O:31])[CH2:3][CH2:2]1. The catalyst class is: 15. (8) The catalyst class is: 41. Product: [F:39][C:18]([F:17])([F:38])[C:19]1[CH:33]=[C:32]([C:34]([F:37])([F:36])[F:35])[CH:31]=[CH:30][C:20]=1[CH2:21][N:22]1[CH2:27][CH2:26][CH:25](/[CH:28]=[C:10]2/[C:6]([NH:5][C@H:4]([C:3]([N:2]([CH3:1])[CH3:16])=[O:15])[CH:12]([CH3:14])[CH3:13])=[N:7][C:8](=[O:11])[S:9]/2)[CH2:24][CH2:23]1. Reactant: [CH3:1][N:2]([CH3:16])[C:3](=[O:15])[C@H:4]([CH:12]([CH3:14])[CH3:13])[NH:5][C:6]1[CH2:10][S:9][C:8](=[O:11])[N:7]=1.[F:17][C:18]([F:39])([F:38])[C:19]1[CH:33]=[C:32]([C:34]([F:37])([F:36])[F:35])[CH:31]=[CH:30][C:20]=1[CH2:21][N:22]1[CH2:27][CH2:26][CH:25]([CH:28]=O)[CH2:24][CH2:23]1.C([O-])(=O)C.[NH2+]1CCCCC1. (9) Reactant: [Li+].C[Si]([N-][Si](C)(C)C)(C)C.[CH3:11][O:12]/[CH:13]=[CH:14]/[C:15](=[O:17])[CH3:16].[CH3:18][C:19]1([C:22](Cl)=[O:23])[CH2:21][CH2:20]1. Product: [OH:23]/[C:22](/[C:19]1([CH3:18])[CH2:21][CH2:20]1)=[CH:16]\[C:15](=[O:17])/[CH:14]=[CH:13]/[O:12][CH3:11]. The catalyst class is: 1.